From a dataset of Reaction yield outcomes from USPTO patents with 853,638 reactions. Predict the reaction yield, written as a fraction of the theoretical maximum amount of product (1.0 means a 100% yield; for example, 0.34 means a 34% yield). (1) The reactants are [CH3:1][O:2][C:3]1[CH:4]=[CH:5][C:6]2[C:10]([O:11][C:12]3[CH:13]=[CH:14][C:15](C=O)=[N:16][CH:17]=3)=[C:9]([C:20]3[CH:25]=[CH:24][C:23]([O:26][CH3:27])=[CH:22][CH:21]=3)[S:8][C:7]=2[CH:28]=1.C1(P(C2C=CC=CC=2)(C2C=CC=CC=2)=[CH:36][C:37]([O:39][CH3:40])=[O:38])C=CC=CC=1.[CH2:53](Cl)Cl. No catalyst specified. The product is [CH3:1][O:2][C:3]1[CH:4]=[CH:5][C:6]2[C:10]([O:11][C:12]3[CH:13]=[CH:14][C:15](/[CH:53]=[CH:36]/[C:37]([O:39][CH3:40])=[O:38])=[N:16][CH:17]=3)=[C:9]([C:20]3[CH:25]=[CH:24][C:23]([O:26][CH3:27])=[CH:22][CH:21]=3)[S:8][C:7]=2[CH:28]=1. The yield is 0.320. (2) The reactants are [CH3:1][O:2][C:3]([C:5]1[S:6][C:7]([C:16]([OH:18])=O)=[CH:8][C:9]=1[C:10]1[CH:15]=[CH:14][CH:13]=[CH:12][CH:11]=1)=[O:4].C(N(CC)CC)C.CN(C(ON1N=NC2C=CC=CC1=2)=[N+](C)C)C.F[P-](F)(F)(F)(F)F.C1C=CC2N(O)N=NC=2C=1.[C:60]([Si:64]([CH3:75])([CH3:74])[O:65][C:66]1[CH:67]=[C:68]([CH:71]=[CH:72][CH:73]=1)[CH2:69][NH2:70])([CH3:63])([CH3:62])[CH3:61]. The catalyst is CN(C=O)C. The product is [CH3:1][O:2][C:3]([C:5]1[S:6][C:7]([C:16](=[O:18])[NH:70][CH2:69][C:68]2[CH:71]=[CH:72][CH:73]=[C:66]([O:65][Si:64]([C:60]([CH3:63])([CH3:62])[CH3:61])([CH3:74])[CH3:75])[CH:67]=2)=[CH:8][C:9]=1[C:10]1[CH:11]=[CH:12][CH:13]=[CH:14][CH:15]=1)=[O:4]. The yield is 0.390. (3) The reactants are [Br:1][C:2]1[CH:3]=[C:4]([CH:6]=[CH:7][CH:8]=1)[NH2:5].Cl.O1[CH2:14][CH2:13][NH:12]C1=O. The catalyst is C(OCC)C.O1CCOCC1. The product is [Br:1][C:2]1[CH:3]=[C:4]([NH:5][CH2:14][CH2:13][NH2:12])[CH:6]=[CH:7][CH:8]=1. The yield is 0.160. (4) The reactants are [NH2:1][C:2]1[CH:10]=[CH:9][CH:8]=[C:7]2[C:3]=1[C:4](=[O:21])[N:5]([C:12]1([CH3:20])[CH2:17][CH2:16][C:15](=[O:18])[NH:14][C:13]1=[O:19])[C:6]2=[O:11].[C:22](Cl)(=[O:27])[CH2:23][CH2:24][CH2:25][CH3:26].CO. The catalyst is C1COCC1. The product is [CH3:20][C:12]1([N:5]2[C:4](=[O:21])[C:3]3[C:7](=[CH:8][CH:9]=[CH:10][C:2]=3[NH:1][C:22](=[O:27])[CH2:23][CH2:24][CH2:25][CH3:26])[C:6]2=[O:11])[CH2:17][CH2:16][C:15](=[O:18])[NH:14][C:13]1=[O:19]. The yield is 0.810.